Dataset: Catalyst prediction with 721,799 reactions and 888 catalyst types from USPTO. Task: Predict which catalyst facilitates the given reaction. (1) The catalyst class is: 304. Reactant: [NH2:1][C:2]1[CH:7]=[CH:6][C:5]([N+:8]([O-])=O)=[CH:4][C:3]=1[S:11]([NH2:14])(=[O:13])=[O:12].CO.[H][H]. Product: [NH2:1][C:2]1[CH:7]=[CH:6][C:5]([NH2:8])=[CH:4][C:3]=1[S:11]([NH2:14])(=[O:12])=[O:13]. (2) Reactant: [CH3:1][O:2][C:3]1[CH:8]=[CH:7][C:6]([N:9]2[C:13](C(O)=O)=[CH:12][C:11]([C:17]([O:19][CH2:20][CH3:21])=[O:18])=[N:10]2)=[CH:5][CH:4]=1.C(N(CC)CC)C. Product: [CH3:1][O:2][C:3]1[CH:4]=[CH:5][C:6]([N:9]2[CH:13]=[CH:12][C:11]([C:17]([O:19][CH2:20][CH3:21])=[O:18])=[N:10]2)=[CH:7][CH:8]=1. The catalyst class is: 309.